This data is from Peptide-MHC class I binding affinity with 185,985 pairs from IEDB/IMGT. The task is: Regression. Given a peptide amino acid sequence and an MHC pseudo amino acid sequence, predict their binding affinity value. This is MHC class I binding data. (1) The peptide sequence is SQFGGGSQY. The MHC is HLA-A69:01 with pseudo-sequence HLA-A69:01. The binding affinity (normalized) is 0.0847. (2) The peptide sequence is YPDPVIKV. The MHC is HLA-C06:02 with pseudo-sequence HLA-C06:02. The binding affinity (normalized) is 0.0847. (3) The peptide sequence is SMTSDSKSI. The MHC is HLA-A68:02 with pseudo-sequence HLA-A68:02. The binding affinity (normalized) is 0.168. (4) The peptide sequence is MSRKLHRYI. The MHC is HLA-A80:01 with pseudo-sequence HLA-A80:01. The binding affinity (normalized) is 0.0847.